This data is from Catalyst prediction with 721,799 reactions and 888 catalyst types from USPTO. The task is: Predict which catalyst facilitates the given reaction. (1) Reactant: [OH:1][C:2]1[CH:3]=[C:4]([C:8](=[O:11])[CH2:9][CH3:10])[CH:5]=[CH:6][CH:7]=1.C([O-])([O-])=O.[K+].[K+].Br[CH2:19][CH2:20][CH2:21][C:22]([O:24][CH2:25][CH3:26])=[O:23]. Product: [C:8]([C:4]1[CH:3]=[C:2]([O:1][CH2:19][CH2:20][CH2:21][C:22]([O:24][CH2:25][CH3:26])=[O:23])[CH:7]=[CH:6][CH:5]=1)(=[O:11])[CH2:9][CH3:10]. The catalyst class is: 21. (2) Reactant: [C:1]([O:5][C:6]([N:8]1[CH2:11][CH:10]([C:12](O)=[O:13])[CH2:9]1)=[O:7])([CH3:4])([CH3:3])[CH3:2].CN1CCOCC1.ClC(OCC(C)C)=O.[BH4-].[Na+]. Product: [OH:13][CH2:12][CH:10]1[CH2:11][N:8]([C:6]([O:5][C:1]([CH3:4])([CH3:3])[CH3:2])=[O:7])[CH2:9]1. The catalyst class is: 20.